Dataset: Forward reaction prediction with 1.9M reactions from USPTO patents (1976-2016). Task: Predict the product of the given reaction. Given the reactants Cl[C:2]1[N:7]=[C:6]([NH:8][CH:9]2[CH2:26][CH2:25][C:12]3([CH2:17][CH2:16][N:15]([C:18]([O:20][C:21]([CH3:24])([CH3:23])[CH3:22])=[O:19])[CH2:14][CH2:13]3)[CH2:11][CH2:10]2)[C:5]([Cl:27])=[CH:4][N:3]=1.Cl.[CH:29]1([C:32]2[NH:36][N:35]=[C:34]([NH2:37])[CH:33]=2)[CH2:31][CH2:30]1.C(=O)([O-])[O-].[Cs+].[Cs+].C1(P(C2C=CC=CC=2)C2C=CC3C(=CC=CC=3)C=2C2C3C(=CC=CC=3)C=CC=2P(C2C=CC=CC=2)C2C=CC=CC=2)C=CC=CC=1, predict the reaction product. The product is: [Cl:27][C:5]1[C:6]([NH:8][CH:9]2[CH2:10][CH2:11][C:12]3([CH2:13][CH2:14][N:15]([C:18]([O:20][C:21]([CH3:23])([CH3:22])[CH3:24])=[O:19])[CH2:16][CH2:17]3)[CH2:25][CH2:26]2)=[N:7][C:2]([NH:37][C:34]2[CH:33]=[C:32]([CH:29]3[CH2:31][CH2:30]3)[NH:36][N:35]=2)=[N:3][CH:4]=1.